Dataset: Full USPTO retrosynthesis dataset with 1.9M reactions from patents (1976-2016). Task: Predict the reactants needed to synthesize the given product. (1) Given the product [NH2:20][C:9]1[NH:8][C:4]2[CH:3]=[CH:2][CH:1]=[CH:6][C:5]=2[N:7]=1, predict the reactants needed to synthesize it. The reactants are: [CH:1]1[CH:6]=[C:5]([NH2:7])[C:4]([NH:8][C:9](C2C=CC(N)=CC=2)=O)=[CH:3][CH:2]=1.BrC#[N:20]. (2) Given the product [Cl:39][C:36]1[CH:37]=[CH:38][C:33]([CH2:32][C@@H:28]([NH:27][C:25](=[O:26])[O:24][C:20]([CH3:21])([CH3:22])[CH3:23])[C:29]([N:17]2[CH2:16][CH2:15][N:14]([C:12]3[C:13]4[CH:5]([CH2:3][CH3:4])[S:6][CH2:7][C:8]=4[N:9]=[CH:10][N:11]=3)[CH2:19][CH2:18]2)=[O:30])=[CH:34][C:35]=1[F:40], predict the reactants needed to synthesize it. The reactants are: Cl.Cl.[CH2:3]([CH:5]1[C:13]2[C:12]([N:14]3[CH2:19][CH2:18][NH:17][CH2:16][CH2:15]3)=[N:11][CH:10]=[N:9][C:8]=2[CH2:7][S:6]1)[CH3:4].[C:20]([O:24][C:25]([NH:27][C@H:28]([CH2:32][C:33]1[CH:38]=[CH:37][C:36]([Cl:39])=[C:35]([F:40])[CH:34]=1)[C:29](O)=[O:30])=[O:26])([CH3:23])([CH3:22])[CH3:21].CN(C(ON1N=NC2C=CC=CC1=2)=[N+](C)C)C.F[P-](F)(F)(F)(F)F. (3) Given the product [CH3:2][C:3]1([CH3:14])[CH2:8][C:7]([CH3:9])([CH3:10])[CH2:6][C:5]([NH:11][C:22](=[O:23])[O:24][CH3:25])([CH:12]=[CH2:13])[CH2:4]1, predict the reactants needed to synthesize it. The reactants are: Cl.[CH3:2][C:3]1([CH3:14])[CH2:8][C:7]([CH3:10])([CH3:9])[CH2:6][C:5]([CH:12]=[CH2:13])([NH2:11])[CH2:4]1.C([O-])([O-])=O.[Na+].[Na+].Cl[C:22]([O:24][CH3:25])=[O:23]. (4) Given the product [CH2:6]([NH:7][C:8]1[C:9]2[CH:16]=[CH:15][S:14][C:10]=2[N:11]=[CH:12][N:13]=1)[CH2:5][C:4]#[CH:3], predict the reactants needed to synthesize it. The reactants are: C[Si](C)(C)[C:3]#[C:4][CH2:5][CH2:6][NH:7][C:8]1[C:9]2[CH:16]=[CH:15][S:14][C:10]=2[N:11]=[CH:12][N:13]=1.O1CCCC1.[F-].C([N+](CCCC)(CCCC)CCCC)CCC.[Cl-].[NH4+].